Dataset: Experimentally validated miRNA-target interactions with 360,000+ pairs, plus equal number of negative samples. Task: Binary Classification. Given a miRNA mature sequence and a target amino acid sequence, predict their likelihood of interaction. The miRNA is hsa-miR-4751 with sequence AGAGGACCCGUAGCUGCUAGAAGG. The protein sequence of the target gene is MGKEQELVQAVKAEDVGTAQRLLQRPRPGKAKLLGSTKKINVNFQDPDGFSALHHAALNGNTELISLLLEAQAAVDIKDNKGMRPLHYAAWQGRKEPMKLVLKAGSAVNIPSDEGHIPLHLAAQHGHYDVSEMLLQHQSNPCMVDNSGKTPLDLACEFGRVGVVQLLLSSNMCAALLEPRPGDATDPNGTSPLHLAAKNGHIDIIRLLLQAGIDINRQTKSGTALHEAALCGKTEVVRLLLDSGINAHVRNTYSQTALDIVHQFTTSQASREIKQLLREASAALQVRATKDYCNNYDLTS.... Result: 1 (interaction).